Dataset: Full USPTO retrosynthesis dataset with 1.9M reactions from patents (1976-2016). Task: Predict the reactants needed to synthesize the given product. (1) The reactants are: CC(C)([O-])C.[K+].[CH2:7]([O:10][C:11]([N:13]([CH2:29][C:30]([O:32]C)=O)[C@@H:14]([CH2:24][O:25][CH2:26][O:27][CH3:28])[CH2:15][CH2:16][C:17]([O:19][C:20]([CH3:23])([CH3:22])[CH3:21])=[O:18])=[O:12])[CH:8]=[CH2:9].Cl.[Cl-].[Na+]. Given the product [CH3:28][O:27][CH2:26][O:25][CH2:24][C@H:14]1[CH2:15][CH:16]([C:17]([O:19][C:20]([CH3:23])([CH3:22])[CH3:21])=[O:18])[C:30](=[O:32])[CH2:29][N:13]1[C:11]([O:10][CH2:7][CH:8]=[CH2:9])=[O:12], predict the reactants needed to synthesize it. (2) Given the product [OH:33][C:26]1[CH:27]=[C:28]([OH:32])[CH:29]=[C:30]2[C:25]=1[C:23](=[O:24])[CH2:22][CH:38]([C:37]1[CH:40]=[CH:41][C:42]([O:43][CH2:44][CH2:45][CH3:46])=[C:35]([OH:34])[CH:36]=1)[O:31]2, predict the reactants needed to synthesize it. The reactants are: OC1C=CC=C2C=1C(=O)CC(C1C=CC(OC)=C(O)C=1)O2.[CH3:22][C:23]([C:25]1[C:26]([OH:33])=[CH:27][C:28]([OH:32])=[CH:29][C:30]=1[OH:31])=[O:24].[OH:34][C:35]1[CH:36]=[C:37]([CH:40]=[CH:41][C:42]=1[O:43][CH2:44][CH2:45][CH3:46])[CH:38]=O. (3) Given the product [NH2:16][CH2:17][CH2:18][O:19][CH2:20][CH2:21][O:22][CH2:23][CH2:24][NH:25][C:9](=[O:10])[O:11][C:12]([CH3:13])([CH3:14])[CH3:15], predict the reactants needed to synthesize it. The reactants are: [C:12]([O:11][C:9](O[C:9]([O:11][C:12]([CH3:15])([CH3:14])[CH3:13])=[O:10])=[O:10])([CH3:15])([CH3:14])[CH3:13].[NH2:16][CH2:17][CH2:18][O:19][CH2:20][CH2:21][O:22][CH2:23][CH2:24][NH2:25].CCOC(C)=O. (4) Given the product [CH2:2]([N:6]1[C:10]([CH3:11])=[CH:9][S:8]/[C:7]/1=[CH:12]\[C:18]([C:17]1[CH:21]=[CH:22][CH:23]=[C:15]([C:14]([F:13])([F:24])[F:25])[CH:16]=1)=[O:19])[CH2:3][CH2:4][CH3:5], predict the reactants needed to synthesize it. The reactants are: [I-].[CH2:2]([N+:6]1[C:10]([CH3:11])=[CH:9][S:8][C:7]=1[CH3:12])[CH2:3][CH2:4][CH3:5].[F:13][C:14]([F:25])([F:24])[C:15]1[CH:16]=[C:17]([CH:21]=[CH:22][CH:23]=1)[C:18](Cl)=[O:19]. (5) Given the product [CH2:19]([NH:18][C:16]([NH:15][C:13]1[N:14]=[C:10]2[CH:9]=[C:8]([N:22]3[CH2:26][CH2:25][CH2:24][CH2:23]3)[CH:7]=[C:6]([C:4]([N:22]3[CH2:26][CH2:25][CH2:24][CH2:23]3)=[O:5])[N:11]2[N:12]=1)=[O:17])[CH3:20], predict the reactants needed to synthesize it. The reactants are: C(O[C:4]([C:6]1[N:11]2[N:12]=[C:13]([NH:15][C:16]([NH:18][CH2:19][CH3:20])=[O:17])[N:14]=[C:10]2[CH:9]=[C:8](Br)[CH:7]=1)=[O:5])C.[NH:22]1[CH2:26][CH2:25][CH2:24][CH2:23]1.Cl.C(=O)(O)[O-].[Na+]. (6) Given the product [Cl:1][C:2]1[N:7]=[CH:6][C:5]([O:8][CH:10]([F:17])[F:16])=[CH:4][N:3]=1, predict the reactants needed to synthesize it. The reactants are: [Cl:1][C:2]1[N:7]=[CH:6][C:5]([OH:8])=[CH:4][N:3]=1.Br[C:10]([F:17])([F:16])C(OCC)=O.C(=O)([O-])[O-].[Cs+].[Cs+].O. (7) Given the product [C:17]([N:19]=[C:1]([NH:15][CH:16]([CH2:29][CH:30]1[CH2:31][CH2:32][CH2:33][CH2:34][CH2:35]1)[C:17]([NH:19][C:20]1([C:27]#[N:28])[CH2:21][CH2:22][N:23]([CH3:26])[CH2:24][CH2:25]1)=[O:18])[C:2]1[CH:3]=[CH:4][CH:5]=[CH:6][CH:7]=1)(=[O:18])[CH3:16], predict the reactants needed to synthesize it. The reactants are: [C:1](CC(N)=O)(=S)[C:2]1[CH:7]=[CH:6][CH:5]=[CH:4][CH:3]=1.Cl.Cl.[NH2:15][CH:16]([CH2:29][CH:30]1[CH2:35][CH2:34][CH2:33][CH2:32][CH2:31]1)[C:17]([NH:19][C:20]1([C:27]#[N:28])[CH2:25][CH2:24][N:23]([CH3:26])[CH2:22][CH2:21]1)=[O:18].